This data is from Full USPTO retrosynthesis dataset with 1.9M reactions from patents (1976-2016). The task is: Predict the reactants needed to synthesize the given product. (1) Given the product [Cl:8][C:4]1[CH:5]=[CH:6][CH:7]=[C:2]([Cl:1])[C:3]=1[C:9]1[C:13]([CH2:14][O:15][C:16]2[CH:17]=[CH:18][C:19]([C:22]3[CH:23]=[C:24]4[C:29](=[CH:30][CH:31]=3)[C:28]([C:32]3[NH:41][N:40]=[N:39][N:33]=3)=[CH:27][CH:26]=[CH:25]4)=[CH:20][CH:21]=2)=[C:12]([CH:34]([CH3:36])[CH3:35])[O:11][N:10]=1, predict the reactants needed to synthesize it. The reactants are: [Cl:1][C:2]1[CH:7]=[CH:6][CH:5]=[C:4]([Cl:8])[C:3]=1[C:9]1[C:13]([CH2:14][O:15][C:16]2[CH:21]=[CH:20][C:19]([C:22]3[CH:23]=[C:24]4[C:29](=[CH:30][CH:31]=3)[C:28]([C:32]#[N:33])=[CH:27][CH:26]=[CH:25]4)=[CH:18][CH:17]=2)=[C:12]([CH:34]([CH3:36])[CH3:35])[O:11][N:10]=1.[Cl-].[NH4+].[N-:39]=[N+:40]=[N-:41].[Na+].Cl. (2) The reactants are: [CH2:1]([C:8]1[CH:13]=[CH:12][N:11]=[CH:10][CH:9]=1)[C:2]1[CH:7]=[CH:6][CH:5]=[CH:4][CH:3]=1.[CH2:14]([Br:21])[C:15]1[CH:20]=[CH:19][CH:18]=[CH:17][CH:16]=1. Given the product [Br-:21].[CH2:14]([N+:11]1[CH:12]=[CH:13][C:8]([CH2:1][C:2]2[CH:3]=[CH:4][CH:5]=[CH:6][CH:7]=2)=[CH:9][CH:10]=1)[C:15]1[CH:20]=[CH:19][CH:18]=[CH:17][CH:16]=1, predict the reactants needed to synthesize it. (3) The reactants are: [NH:1]1[CH2:6][CH2:5][CH:4](/[CH:7]=[CH:8]/[CH:9]=[CH:10]/[C:11]([OH:13])=[O:12])[CH2:3][CH2:2]1.C1COCC1.C1C(=O)N([O:26][C:27]([O:29][CH2:30][CH:31]2[C:43]3[C:38](=[CH:39][CH:40]=[CH:41][CH:42]=3)[C:37]3[C:32]2=[CH:33][CH:34]=[CH:35][CH:36]=3)=O)C(=O)C1. Given the product [CH:42]1[C:43]2[CH:31]([CH2:30][O:29][C:27]([N:1]3[CH2:6][CH2:5][CH:4](/[CH:7]=[CH:8]/[CH:9]=[CH:10]/[C:11]([OH:13])=[O:12])[CH2:3][CH2:2]3)=[O:26])[C:32]3[C:37](=[CH:36][CH:35]=[CH:34][CH:33]=3)[C:38]=2[CH:39]=[CH:40][CH:41]=1, predict the reactants needed to synthesize it. (4) Given the product [CH2:41]([O:14][C:13](=[O:15])[C@H:12]([NH:11][C:9]([O:8][CH2:1][C:2]1[CH:3]=[CH:4][CH:5]=[CH:6][CH:7]=1)=[O:10])[CH2:16][S:17][S:18][CH2:19][C@@H:20]([NH:24][C:25]([O:27][CH2:28][C:29]1[CH:30]=[CH:31][CH:32]=[CH:33][CH:34]=1)=[O:26])[C:21]([O:23][CH2:1][C:2]1[CH:7]=[CH:6][CH:5]=[CH:4][CH:3]=1)=[O:22])[C:42]1[CH:47]=[CH:46][CH:45]=[CH:44][CH:43]=1, predict the reactants needed to synthesize it. The reactants are: [CH2:1]([O:8][C:9]([NH:11][C@H:12]([CH2:16][S:17][S:18][CH2:19][C@@H:20]([NH:24][C:25]([O:27][CH2:28][C:29]1[CH:34]=[CH:33][CH:32]=[CH:31][CH:30]=1)=[O:26])[C:21]([OH:23])=[O:22])[C:13]([OH:15])=[O:14])=[O:10])[C:2]1[CH:7]=[CH:6][CH:5]=[CH:4][CH:3]=1.C(=O)([O-])[O-].[K+].[K+].[CH2:41](Br)[C:42]1[CH:47]=[CH:46][CH:45]=[CH:44][CH:43]=1.O. (5) Given the product [CH2:1]1[CH:12]2[CH:4]([N:5]([CH2:23][C:24]([NH2:26])=[O:25])[C:6]3[CH:7]=[CH:8][CH:9]=[CH:10][C:11]=32)[CH2:3][CH2:2]1, predict the reactants needed to synthesize it. The reactants are: [CH2:1]1[CH:12]2[CH:4]([NH:5][C:6]3[CH:7]=[CH:8][CH:9]=[CH:10][C:11]=32)[CH2:3][CH2:2]1.C(N(C(C)C)CC)(C)C.Cl[CH2:23][C:24]([NH2:26])=[O:25]. (6) Given the product [CH3:1][S:2]([NH:5][C:11]1[N:21]=[C:20]([C:22]([F:25])([F:23])[F:24])[CH:19]=[CH:18][C:12]=1[C:13]([O:15][CH2:16][CH3:17])=[O:14])(=[O:4])=[O:3], predict the reactants needed to synthesize it. The reactants are: [CH3:1][S:2]([NH2:5])(=[O:4])=[O:3].[H-].[Na+].[H][H].Br[C:11]1[N:21]=[C:20]([C:22]([F:25])([F:24])[F:23])[CH:19]=[CH:18][C:12]=1[C:13]([O:15][CH2:16][CH3:17])=[O:14].[F-].[K+]. (7) The reactants are: C(OC(=O)[NH:7][C:8]1[CH:13]=[C:12]([N:14]([CH3:16])[CH3:15])[C:11]([C:17]#[C:18][C:19]2[CH:24]=[CH:23][CH:22]=[CH:21][CH:20]=2)=[CH:10][C:9]=1[NH:25][C:26](=[O:38])[CH2:27][C:28]([C:30]1[CH:35]=[CH:34][CH:33]=[C:32]([C:36]#[N:37])[CH:31]=1)=O)(C)(C)C.C(O)(C(F)(F)F)=O. Given the product [CH3:15][N:14]([CH3:16])[C:12]1[C:11]([C:17]#[C:18][C:19]2[CH:24]=[CH:23][CH:22]=[CH:21][CH:20]=2)=[CH:10][C:9]2[NH:25][C:26](=[O:38])[CH2:27][C:28]([C:30]3[CH:31]=[C:32]([CH:33]=[CH:34][CH:35]=3)[C:36]#[N:37])=[N:7][C:8]=2[CH:13]=1, predict the reactants needed to synthesize it. (8) Given the product [Cl:1][C:2]1[CH:7]=[CH:6][C:5]([C@H:8]2[CH2:13][C@H:12]([C:14]3[O:18][NH:17][C:16](=[O:19])[CH:15]=3)[CH2:11][CH2:10][NH:9]2)=[CH:4][C:3]=1[F:24], predict the reactants needed to synthesize it. The reactants are: [Cl:1][C:2]1[CH:7]=[CH:6][C:5]([C@H:8]2[CH2:13][C@H:12]([C:14]3[O:18][NH:17][C:16](=[O:19])[CH:15]=3)[CH2:11][CH2:10][N:9]2C(OC)=O)=[CH:4][C:3]=1[F:24].Br. (9) Given the product [NH:17]1[C:13]2=[N:14][CH:15]=[CH:16][C:11]([C:8]3[S:9][CH:10]=[C:6]([C:2]([CH3:5])([CH3:1])[C:3]#[N:4])[N:7]=3)=[C:12]2[CH:19]=[N:18]1, predict the reactants needed to synthesize it. The reactants are: [CH3:1][C:2]([C:6]1[N:7]=[C:8]([C:11]2[CH:16]=[CH:15][N:14]=[C:13]3[N:17](C(C4C=CC=CC=4)(C4C=CC=CC=4)C4C=CC=CC=4)[N:18]=[CH:19][C:12]=23)[S:9][CH:10]=1)([CH3:5])[C:3]#[N:4].C([SiH](CC)CC)C.C(O)(C(F)(F)F)=O.